From a dataset of Full USPTO retrosynthesis dataset with 1.9M reactions from patents (1976-2016). Predict the reactants needed to synthesize the given product. (1) The reactants are: [C:1]([SiH:4]([CH:8]([CH3:10])[CH3:9])[CH:5]([CH3:7])[CH3:6])([CH3:3])=[CH2:2].C([Br:14])C=C. Given the product [C:1]([SiH:4]([CH:8]([CH3:10])[CH3:9])[CH:5]([CH3:7])[CH3:6])([CH3:3])=[CH2:2].[C:1]([Si:4]([CH:8]([CH3:10])[CH3:9])([CH:5]([CH3:7])[CH3:6])[Br:14])([CH3:3])=[CH2:2], predict the reactants needed to synthesize it. (2) Given the product [C:1]([C:3]1[CH:12]=[C:11]2[C:6]([CH2:7][CH2:8][N:9]([CH2:20][CH2:21][C:22]([O:24][C:25]([CH3:28])([CH3:27])[CH3:26])=[O:23])[CH2:10]2)=[CH:5][CH:4]=1)#[N:2], predict the reactants needed to synthesize it. The reactants are: [C:1]([C:3]1[CH:12]=[C:11]2[C:6]([CH2:7][CH2:8][NH:9][CH2:10]2)=[CH:5][CH:4]=1)#[N:2].C([O-])([O-])=O.[K+].[K+].Br[CH2:20][CH2:21][C:22]([O:24][C:25]([CH3:28])([CH3:27])[CH3:26])=[O:23]. (3) The reactants are: [F:1][C:2]1[CH:3]=[C:4]([CH:7]=[CH:8][C:9]=1[O:10][CH3:11])[CH:5]=O.[N+:12]([CH3:15])([O-:14])=[O:13].C([O-])(=O)C.[NH4+].O. Given the product [F:1][C:2]1[CH:3]=[C:4]([CH:5]=[CH:15][N+:12]([O-:14])=[O:13])[CH:7]=[CH:8][C:9]=1[O:10][CH3:11], predict the reactants needed to synthesize it. (4) Given the product [CH3:18][O:19][CH2:11][CH2:10][CH2:9][N:6]1[C:7]2[N:8]=[CH:28][NH:1][C:2]=2[C:3](=[O:17])[NH:4][C:5]1=[S:16], predict the reactants needed to synthesize it. The reactants are: [NH2:1][C:2]1[C:3](=[O:17])[NH:4][C:5](=[S:16])[N:6]([CH2:9][CH:10]2CCCC[CH2:11]2)[C:7]=1[NH2:8].[CH:18](OCC)(OCC)[O:19]CC.[CH2:28](O)C. (5) Given the product [F:1][C:2]([F:30])([F:29])[C:3]1[CH:8]=[C:7]([C:9]([F:12])([F:11])[F:10])[CH:6]=[CH:5][C:4]=1[C:13]1[CH:17]=[C:16]([CH2:18][N:19]2[CH:24]=[C:23]3[N:25]=[C:26]([C:33]4[C:32]([CH3:31])=[CH:36][S:35][CH:34]=4)[N:27]=[C:22]3[CH:21]=[N:20]2)[O:15][N:14]=1, predict the reactants needed to synthesize it. The reactants are: [F:1][C:2]([F:30])([F:29])[C:3]1[CH:8]=[C:7]([C:9]([F:12])([F:11])[F:10])[CH:6]=[CH:5][C:4]=1[C:13]1[CH:17]=[C:16]([CH2:18][N:19]2[CH:24]=[C:23]3[N:25]=[C:26](Br)[N:27]=[C:22]3[CH:21]=[N:20]2)[O:15][N:14]=1.[CH3:31][C:32]1[C:33](B(O)O)=[CH:34][S:35][CH:36]=1.